Dataset: Forward reaction prediction with 1.9M reactions from USPTO patents (1976-2016). Task: Predict the product of the given reaction. (1) Given the reactants CCC(O[C@@H]([O:10][P@@:11]([CH2:23][C:24]([N:26]1[C@H:30]([C:31]([O-:33])=[O:32])[CH2:29][C@@H:28]([CH:34]2[CH2:39][CH2:38][CH2:37][CH2:36][CH2:35]2)[CH2:27]1)=[O:25])([CH2:13][CH2:14][CH2:15][CH2:16][C:17]1[CH:18]=[CH:19][CH:20]=[CH:21][CH:22]=1)=[O:12])C(C)C)=O.[Na+].[Cs+].C1([C@H]2CN[C@H](C([O-])=O)C2)CCCCC1.[OH-].[Na+].Cl, predict the reaction product. The product is: [OH:12][P:11]([CH2:23][C:24]([N:26]1[CH2:27][C@H:28]([CH:34]2[CH2:39][CH2:38][CH2:37][CH2:36][CH2:35]2)[CH2:29][C@H:30]1[C:31]([OH:33])=[O:32])=[O:25])([CH2:13][CH2:14][CH2:15][CH2:16][C:17]1[CH:18]=[CH:19][CH:20]=[CH:21][CH:22]=1)=[O:10]. (2) Given the reactants Br[C:2]1[CH:3]=[N:4][CH:5]=[C:6]([Br:8])[CH:7]=1.[C:9]1([OH:15])[CH:14]=[CH:13][CH:12]=[CH:11][CH:10]=1, predict the reaction product. The product is: [Br:8][C:6]1[CH:5]=[N:4][CH:3]=[C:2]([O:15][C:9]2[CH:14]=[CH:13][CH:12]=[CH:11][CH:10]=2)[CH:7]=1. (3) Given the reactants [F:1][C:2]1[CH:7]=[CH:6][CH:5]=[CH:4][C:3]=1[C:8](=O)[CH2:9][CH2:10][CH2:11][CH2:12][N:13]1[CH2:18][CH2:17][CH:16]([C:19]2[CH:20]=[C:21]([NH:25][C:26](=[O:30])[CH:27]([CH3:29])[CH3:28])[CH:22]=[CH:23][CH:24]=2)[CH2:15][CH2:14]1.[C:32]1([NH:38]N)[CH:37]=[CH:36][CH:35]=[CH:34][CH:33]=1, predict the reaction product. The product is: [F:1][C:2]1[CH:7]=[CH:6][CH:5]=[CH:4][C:3]=1[C:8]1[NH:38][C:32]2[C:37]([C:9]=1[CH2:10][CH2:11][CH2:12][N:13]1[CH2:18][CH2:17][CH:16]([C:19]3[CH:20]=[C:21]([NH:25][C:26](=[O:30])[CH:27]([CH3:29])[CH3:28])[CH:22]=[CH:23][CH:24]=3)[CH2:15][CH2:14]1)=[CH:36][CH:35]=[CH:34][CH:33]=2. (4) Given the reactants [F:1][C:2]1[CH:9]=[CH:8][C:7]([NH:10][NH2:11])=[CH:6][C:3]=1[C:4]#[N:5].C1(C)C=CC(S(O)(=O)=O)=CC=1.[Cl:23][C:24]1[CH:25]=[C:26]([CH:34]([C:37](=O)[C:38]([F:41])([F:40])[F:39])[C:35]#[N:36])[CH:27]=[C:28]([C:30]([F:33])([F:32])[F:31])[CH:29]=1, predict the reaction product. The product is: [NH2:36][C:35]1[N:10]([C:7]2[CH:8]=[CH:9][C:2]([F:1])=[C:3]([CH:6]=2)[C:4]#[N:5])[N:11]=[C:37]([C:38]([F:39])([F:41])[F:40])[C:34]=1[C:26]1[CH:27]=[C:28]([C:30]([F:31])([F:32])[F:33])[CH:29]=[C:24]([Cl:23])[CH:25]=1. (5) The product is: [CH3:32][O:33][C:34](=[O:35])/[CH:36]=[CH:11]/[C@@H:10]1[CH2:16][C@H:13]([OH:12])[CH2:14][CH2:15][N:9]1[C@@H:7]([C:1]1[CH:6]=[CH:5][CH:4]=[CH:3][CH:2]=1)[CH3:8]. Given the reactants [C:1]1([C@H:7]([N:9]2[CH2:15][CH2:14][C@@H:13]3[CH2:16][C@H:10]2[C:11](=O)[O:12]3)[CH3:8])[CH:6]=[CH:5][CH:4]=[CH:3][CH:2]=1.CCC(C)[BH-](C(C)CC)C(C)CC.[Li+].[CH3:32][O:33][C:34]([CH2:36]P(OC)(OC)=O)=[O:35].Cl, predict the reaction product.